Task: Regression. Given two drug SMILES strings and cell line genomic features, predict the synergy score measuring deviation from expected non-interaction effect.. Dataset: NCI-60 drug combinations with 297,098 pairs across 59 cell lines (1) Drug 1: CN(C)C1=NC(=NC(=N1)N(C)C)N(C)C. Drug 2: C1CC(=O)NC(=O)C1N2C(=O)C3=CC=CC=C3C2=O. Cell line: M14. Synergy scores: CSS=2.21, Synergy_ZIP=4.72, Synergy_Bliss=7.56, Synergy_Loewe=3.27, Synergy_HSA=4.04. (2) Drug 1: C1C(C(OC1N2C=NC3=C(N=C(N=C32)Cl)N)CO)O. Drug 2: COC1=NC(=NC2=C1N=CN2C3C(C(C(O3)CO)O)O)N. Cell line: BT-549. Synergy scores: CSS=23.1, Synergy_ZIP=2.76, Synergy_Bliss=7.08, Synergy_Loewe=-25.6, Synergy_HSA=2.88. (3) Drug 1: C1CCN(CC1)CCOC2=CC=C(C=C2)C(=O)C3=C(SC4=C3C=CC(=C4)O)C5=CC=C(C=C5)O. Drug 2: CCC1(CC2CC(C3=C(CCN(C2)C1)C4=CC=CC=C4N3)(C5=C(C=C6C(=C5)C78CCN9C7C(C=CC9)(C(C(C8N6C)(C(=O)OC)O)OC(=O)C)CC)OC)C(=O)OC)O.OS(=O)(=O)O. Cell line: NCI/ADR-RES. Synergy scores: CSS=4.94, Synergy_ZIP=-1.75, Synergy_Bliss=-0.445, Synergy_Loewe=-1.49, Synergy_HSA=-1.53.